This data is from Full USPTO retrosynthesis dataset with 1.9M reactions from patents (1976-2016). The task is: Predict the reactants needed to synthesize the given product. The reactants are: [NH2:1][C:2]([NH2:4])=[S:3].Br[CH:6]([C:12](=O)[CH2:13][CH3:14])[C:7]([O:9][CH2:10][CH3:11])=[O:8].[NH4+].[OH-]. Given the product [NH2:1][C:2]1[S:3][C:6]([C:7]([O:9][CH2:10][CH3:11])=[O:8])=[C:12]([CH2:13][CH3:14])[N:4]=1, predict the reactants needed to synthesize it.